This data is from Full USPTO retrosynthesis dataset with 1.9M reactions from patents (1976-2016). The task is: Predict the reactants needed to synthesize the given product. (1) The reactants are: [CH3:1][C:2]1[CH:3]=[CH:4][C:5]([C:18]([NH:20][C:21]2[CH:26]=[CH:25][C:24]([N:27]([CH2:35][CH2:36][C:37]3[N:38]=[CH:39][S:40][CH:41]=3)C(=O)OC(C)(C)C)=[CH:23][CH:22]=2)=[O:19])=[C:6]([C:8]2[CH:13]=[CH:12][C:11]([C:14]([F:17])([F:16])[F:15])=[CH:10][CH:9]=2)[CH:7]=1.FC(F)(F)C(O)=O. Given the product [CH3:1][C:2]1[CH:7]=[C:6]([C:8]2[CH:13]=[CH:12][C:11]([C:14]([F:17])([F:16])[F:15])=[CH:10][CH:9]=2)[C:5]([C:18]([NH:20][C:21]2[CH:26]=[CH:25][C:24]([NH:27][CH2:35][CH2:36][C:37]3[N:38]=[CH:39][S:40][CH:41]=3)=[CH:23][CH:22]=2)=[O:19])=[CH:4][CH:3]=1, predict the reactants needed to synthesize it. (2) Given the product [F:20][C:17]([F:18])([F:19])[C:10]1[C:11]2[CH2:12][CH2:13][CH2:14][CH2:15][C:16]=2[N:8]([CH2:7][C:6]([OH:21])=[O:5])[N:9]=1, predict the reactants needed to synthesize it. The reactants are: C([O:5][C:6](=[O:21])[CH2:7][N:8]1[C:16]2[CH2:15][CH2:14][CH2:13][CH2:12][C:11]=2[C:10]([C:17]([F:20])([F:19])[F:18])=[N:9]1)(C)(C)C. (3) Given the product [C:1]([O:5][C:6]([NH:8][CH:9]1[CH:14]2[CH2:15][CH:11]([CH2:12][CH:13]2[C:16]([OH:18])=[O:17])[CH2:10]1)=[O:7])([CH3:4])([CH3:2])[CH3:3], predict the reactants needed to synthesize it. The reactants are: [C:1]([O:5][C:6]([N:8](C(=O)C(OCC)=O)[CH:9]1[CH:14]2[CH2:15][CH:11]([CH2:12][CH:13]2[C:16]([O:18]C)=[O:17])[CH2:10]1)=[O:7])([CH3:4])([CH3:3])[CH3:2].[OH-].[Na+].Cl. (4) Given the product [C:21]([NH:18][C:17]1[NH:16][C:14](=[O:15])[C:13]2[N:12]=[CH:11][N:10]([C:20]=2[N:19]=1)[C@@H:1]1[O:9][C@H:6]([CH2:7][OH:8])[C@@H:4]([OH:5])[C@H:2]1[OH:3])(=[O:25])[CH:22]([CH3:24])[CH3:23], predict the reactants needed to synthesize it. The reactants are: [C@@H:1]1([N:10]2[C:20]3[N:19]=[C:17]([NH2:18])[NH:16][C:14](=[O:15])[C:13]=3[N:12]=[CH:11]2)[O:9][C@H:6]([CH2:7][OH:8])[C@@H:4]([OH:5])[C@H:2]1[OH:3].[C:21](Cl)(=[O:25])[CH:22]([CH3:24])[CH3:23].Cl. (5) Given the product [Br:27][CH:9]([CH2:8][CH:5]1[CH2:6][CH2:7][C:2]([F:26])([F:1])[CH2:3][CH2:4]1)[C:10]([C:19]1([C:22]([F:25])([F:24])[F:23])[CH2:21][CH2:20]1)=[O:11], predict the reactants needed to synthesize it. The reactants are: [F:1][C:2]1([F:26])[CH2:7][CH2:6][CH:5]([CH2:8][CH:9]=[C:10]([C:19]2([C:22]([F:25])([F:24])[F:23])[CH2:21][CH2:20]2)[O:11][Si](CC)(CC)CC)[CH2:4][CH2:3]1.[Br:27]Br. (6) Given the product [CH3:14][C:9]1[N:8]([C:4]2[CH:3]=[C:2]([B:15]([OH:20])[OH:16])[CH:7]=[CH:6][N:5]=2)[C:12]([CH3:13])=[CH:11][CH:10]=1, predict the reactants needed to synthesize it. The reactants are: Br[C:2]1[CH:7]=[CH:6][N:5]=[C:4]([N:8]2[C:12]([CH3:13])=[CH:11][CH:10]=[C:9]2[CH3:14])[CH:3]=1.[B:15](OC(C)C)([O:20]C(C)C)[O:16]C(C)C.[Li]CCCC. (7) Given the product [CH3:1][O:2][CH2:3][CH2:4][N:5]([CH2:22][C:23]1[CH:35]=[CH:34][C:26]([O:27][CH2:28][C:29]([OH:31])=[O:30])=[C:25]([CH3:36])[CH:24]=1)[C:6]1[CH:7]=[C:8]([C:12]2[CH:13]=[CH:14][C:15]([C:18]([F:21])([F:20])[F:19])=[CH:16][CH:17]=2)[CH:9]=[CH:10][CH:11]=1, predict the reactants needed to synthesize it. The reactants are: [CH3:1][O:2][CH2:3][CH2:4][N:5]([CH2:22][C:23]1[CH:35]=[CH:34][C:26]([O:27][CH2:28][C:29]([O:31]CC)=[O:30])=[C:25]([CH3:36])[CH:24]=1)[C:6]1[CH:7]=[C:8]([C:12]2[CH:17]=[CH:16][C:15]([C:18]([F:21])([F:20])[F:19])=[CH:14][CH:13]=2)[CH:9]=[CH:10][CH:11]=1.[OH-].[Na+]. (8) The reactants are: [C:1]1([S:7][C:8]2[CH:9]=[CH:10][C:11]3[O:15]C=[N:13][C:12]=3[CH:16]=2)[CH:6]=[CH:5][CH:4]=[CH:3][CH:2]=1.[ClH:17].O. Given the product [ClH:17].[NH2:13][C:12]1[CH:16]=[C:8]([S:7][C:1]2[CH:6]=[CH:5][CH:4]=[CH:3][CH:2]=2)[CH:9]=[CH:10][C:11]=1[OH:15], predict the reactants needed to synthesize it.